From a dataset of Full USPTO retrosynthesis dataset with 1.9M reactions from patents (1976-2016). Predict the reactants needed to synthesize the given product. (1) Given the product [C:18]([C:20]1[CH:21]=[C:22]([S:26]([N:5]2[CH2:6][C@@H:2]([OH:1])[CH2:3][C@H:4]2[C:7]([O:9][CH3:10])=[O:8])(=[O:28])=[O:27])[CH:23]=[CH:24][CH:25]=1)#[N:19], predict the reactants needed to synthesize it. The reactants are: [OH:1][C@@H:2]1[CH2:6][NH:5][C@H:4]([C:7]([O:9][CH3:10])=[O:8])[CH2:3]1.C(N(CC)CC)C.[C:18]([C:20]1[CH:21]=[C:22]([S:26](Cl)(=[O:28])=[O:27])[CH:23]=[CH:24][CH:25]=1)#[N:19].O. (2) Given the product [Br:1][C:2]1[C:6]2[CH:7]=[N:8][C:9]([C:11]([OH:13])=[O:12])=[CH:10][C:5]=2[N:4]([C:15]([C:22]2[CH:27]=[CH:26][CH:25]=[CH:24][CH:23]=2)([C:16]2[CH:17]=[CH:18][CH:19]=[CH:20][CH:21]=2)[C:28]2[CH:33]=[CH:32][CH:31]=[CH:30][CH:29]=2)[N:3]=1, predict the reactants needed to synthesize it. The reactants are: [Br:1][C:2]1[C:6]2[CH:7]=[N:8][C:9]([C:11]([O:13]C)=[O:12])=[CH:10][C:5]=2[N:4]([C:15]([C:28]2[CH:33]=[CH:32][CH:31]=[CH:30][CH:29]=2)([C:22]2[CH:27]=[CH:26][CH:25]=[CH:24][CH:23]=2)[C:16]2[CH:21]=[CH:20][CH:19]=[CH:18][CH:17]=2)[N:3]=1.[OH-].[K+].Cl.